Dataset: Forward reaction prediction with 1.9M reactions from USPTO patents (1976-2016). Task: Predict the product of the given reaction. (1) Given the reactants C(O[C:5](=[O:7])[CH3:6])(=O)C.[CH:8]1[C:16]2[C:15]3[CH:17]=[CH:18][CH:19]=[CH:20][C:14]=3[S:13][C:12]=2[C:11]([C:21]2[CH:26]=[CH:25][C:24]([N+:27]([O-:29])=[O:28])=[CH:23][N:22]=2)=CC=1.C(OC1C(OC(=O)C)=C(I)C=CC=1)(=O)C.[OH-].[Na+], predict the reaction product. The product is: [N+:27]([C:24]1[CH:25]=[CH:26][C:21]([C:11]2[C:12]3[S:13][C:14]4[CH:20]=[CH:19][CH:18]=[CH:17][C:15]=4[C:16]=3[CH:8]=[CH:6][C:5]=2[OH:7])=[N:22][CH:23]=1)([O-:29])=[O:28]. (2) The product is: [CH2:1]([C:3]1[CH:8]=[C:7]([CH3:9])[CH:6]=[C:5]([CH2:10][CH3:11])[C:4]=1[C:12]1[C:13](=[O:14])[N:15]([CH3:24])[N:16]=[C:17]([CH3:23])[C:18]=1[S:19]([CH3:22])(=[O:21])=[O:20])[CH3:2]. Given the reactants [CH2:1]([C:3]1[CH:8]=[C:7]([CH3:9])[CH:6]=[C:5]([CH2:10][CH3:11])[C:4]=1[C:12](=O)[C:13]([N:15]([CH3:24])[N:16]=[C:17]([CH3:23])[CH2:18][S:19]([CH3:22])(=[O:21])=[O:20])=[O:14])[CH3:2].C(=O)([O-])[O-].[K+].[K+], predict the reaction product. (3) The product is: [CH2:4]([O:6][CH2:7][CH2:8][CH2:9][NH:10][CH:1]=[O:3])[CH3:5]. Given the reactants [CH:1]([OH:3])=O.[CH2:4]([O:6][CH2:7][CH2:8][CH2:9][NH2:10])[CH3:5].C([O-])([O-])=O.[K+].[K+], predict the reaction product. (4) Given the reactants Br[C:2]1[CH:7]=[CH:6][C:5]([CH2:8][OH:9])=[CH:4][CH:3]=1.[CH3:10][C:11]1[CH:16]=[CH:15][CH:14]=[C:13]([CH3:17])[C:12]=1B(O)O.C(=O)([O-])[O-].[Na+].[Na+].O, predict the reaction product. The product is: [CH3:10][C:11]1[CH:16]=[CH:15][CH:14]=[C:13]([CH3:17])[C:12]=1[C:2]1[CH:7]=[CH:6][C:5]([CH2:8][OH:9])=[CH:4][CH:3]=1. (5) Given the reactants [N+:1]([C:4]1[CH:5]=[CH:6][C:7]([N:10]2[CH2:15][CH2:14][NH:13][CH2:12][CH2:11]2)=[N:8][CH:9]=1)([O-:3])=[O:2].[C:16](O[BH-](OC(=O)C)OC(=O)C)(=O)C.[Na+].O.[CH2:31]1[CH2:35]OC[CH2:32]1, predict the reaction product. The product is: [CH2:16]([N:13]1[CH2:12][CH2:11][N:10]([C:7]2[CH:6]=[CH:5][C:4]([N+:1]([O-:3])=[O:2])=[CH:9][N:8]=2)[CH2:15][CH2:14]1)[CH:31]([CH3:32])[CH3:35].